From a dataset of Reaction yield outcomes from USPTO patents with 853,638 reactions. Predict the reaction yield, written as a fraction of the theoretical maximum amount of product (1.0 means a 100% yield; for example, 0.34 means a 34% yield). The reactants are [O:1]=[S:2]1(=[O:29])[CH2:7][CH2:6][CH:5]([C:8]2[C:16]3[C:11](=[C:12]([C:26]([NH2:28])=[O:27])[CH:13]=[C:14](B4OC(C)(C)C(C)(C)O4)[CH:15]=3)[NH:10][CH:9]=2)[CH2:4][CH2:3]1.Br[C:31]1[S:32][CH:33]=[CH:34][N:35]=1.C(=O)([O-])[O-].[K+].[K+]. The catalyst is O1CCOCC1.O.C1C=CC(P(C2C=CC=CC=2)[C-]2C=CC=C2)=CC=1.C1C=CC(P(C2C=CC=CC=2)[C-]2C=CC=C2)=CC=1.Cl[Pd]Cl.[Fe+2].C(Cl)Cl. The product is [O:1]=[S:2]1(=[O:29])[CH2:7][CH2:6][CH:5]([C:8]2[C:16]3[C:11](=[C:12]([C:26]([NH2:28])=[O:27])[CH:13]=[C:14]([C:31]4[S:32][CH:33]=[CH:34][N:35]=4)[CH:15]=3)[NH:10][CH:9]=2)[CH2:4][CH2:3]1. The yield is 0.250.